The task is: Predict the reactants needed to synthesize the given product.. This data is from Full USPTO retrosynthesis dataset with 1.9M reactions from patents (1976-2016). (1) Given the product [CH2:1]([O:2][C:3](=[O:16])[C:4]1[CH:9]=[CH:8][C:7]([S:10]([CH3:13])(=[O:12])=[O:11])=[CH:6][C:5]=1[OH:14])[CH3:19], predict the reactants needed to synthesize it. The reactants are: [CH3:1][O:2][C:3](=[O:16])[C:4]1[CH:9]=[CH:8][C:7]([S:10]([CH3:13])(=[O:12])=[O:11])=[CH:6][C:5]=1[O:14]C.Cl.[NH+]1C=CC=C[CH:19]=1. (2) Given the product [C:35]([O:34][C:32]([C:31]1[C:30]([OH:39])=[C:29]([C:47]([F:48])([F:49])[F:50])[CH:28]=[CH:27][C:26]=1[CH2:25][O:22][C:19]1[CH:18]=[CH:17][C:16]([C:7]2[CH:8]=[CH:9][C:10]([CH2:11][C:12]([OH:14])=[O:13])=[C:5]([C:3]([N:2]([CH3:23])[CH3:1])=[O:4])[CH:6]=2)=[CH:21][CH:20]=1)=[O:33])([CH3:38])([CH3:36])[CH3:37], predict the reactants needed to synthesize it. The reactants are: [CH3:1][N:2]([CH3:23])[C:3]([C:5]1[CH:6]=[C:7]([C:16]2[CH:21]=[CH:20][C:19]([OH:22])=[CH:18][CH:17]=2)[CH:8]=[CH:9][C:10]=1[CH2:11][C:12]([O:14]C)=[O:13])=[O:4].Br[CH2:25][C:26]1[C:31]([C:32]([O:34][C:35]([CH3:38])([CH3:37])[CH3:36])=[O:33])=[C:30]([O:39]C(OC(C)(C)C)=O)[C:29]([C:47]([F:50])([F:49])[F:48])=[CH:28][CH:27]=1. (3) Given the product [CH2:1]([O:8][C:9](=[O:23])[C@H:10]([C:19]([CH3:20])([CH3:22])[CH3:21])[NH:11][C:12]([O:14][C:15]1[CH:17]=[CH:27][CH:26]=[CH:25][CH:18]=1)=[O:13])[C:2]1[CH:7]=[CH:6][CH:5]=[CH:4][CH:3]=1, predict the reactants needed to synthesize it. The reactants are: [CH2:1]([O:8][C:9](=[O:23])[C@H:10]([C:19]([CH3:22])([CH3:21])[CH3:20])[NH:11][C:12]([O:14][C:15]([CH3:18])([CH3:17])C)=[O:13])[C:2]1[CH:7]=[CH:6][CH:5]=[CH:4][CH:3]=1.N1C=C[CH:27]=[CH:26][CH:25]=1.ClC(OC1C=CC=CC=1)=O. (4) Given the product [Cl:1][C:2]1[CH:3]=[N:4][CH:5]=[C:6]([Cl:24])[C:7]=1[S:8][C:9]1[S:13][C:12]([C:14]([NH:16][CH2:17][CH2:18][CH2:19][N:29]2[CH2:30][CH2:31][CH:26]([F:25])[CH2:27][CH2:28]2)=[O:15])=[CH:11][C:10]=1[N+:21]([O-:23])=[O:22], predict the reactants needed to synthesize it. The reactants are: [Cl:1][C:2]1[CH:3]=[N:4][CH:5]=[C:6]([Cl:24])[C:7]=1[S:8][C:9]1[S:13][C:12]([C:14]([NH:16][CH2:17][CH2:18][CH:19]=O)=[O:15])=[CH:11][C:10]=1[N+:21]([O-:23])=[O:22].[F:25][CH:26]1[CH2:31][CH2:30][NH:29][CH2:28][CH2:27]1. (5) Given the product [CH3:6][C:7]1[N:11]2[CH:12]=[C:13]([NH2:16])[CH:14]=[CH:15][C:10]2=[N:9][N:8]=1, predict the reactants needed to synthesize it. The reactants are: O.O.[Sn](Cl)Cl.[CH3:6][C:7]1[N:11]2[CH:12]=[C:13]([N+:16]([O-])=O)[CH:14]=[CH:15][C:10]2=[N:9][N:8]=1.C(=O)(O)[O-].[Na+]. (6) Given the product [F:21][C:22]1[C:23]([OH:24])=[N:16][C:14]([C:7]2[C:8]3[C:9](=[N:10][CH:11]=[CH:12][CH:13]=3)[N:5]([CH2:4][C:3]3[CH:17]=[CH:18][CH:19]=[CH:20][C:2]=3[F:1])[N:6]=2)=[N:15][C:28]=1[CH3:29], predict the reactants needed to synthesize it. The reactants are: [F:1][C:2]1[CH:20]=[CH:19][CH:18]=[CH:17][C:3]=1[CH2:4][N:5]1[C:9]2=[N:10][CH:11]=[CH:12][CH:13]=[C:8]2[C:7]([C:14](=[NH:16])[NH2:15])=[N:6]1.[F:21][CH:22]([C:28](=O)[CH3:29])[C:23](OCC)=[O:24]. (7) The reactants are: [N:1]([C:4]1[C:9]([F:10])=[CH:8][N:7]=[CH:6][C:5]=1[CH:11]=O)=[N+:2]=[N-:3].[NH2:13][C:14]1[C:21]([Cl:22])=[CH:20][C:19]([Br:23])=[CH:18][C:15]=1[C:16]#[N:17].C(N(CC)CC)C. Given the product [N:1]([C:4]1[C:9]([F:10])=[CH:8][N:7]=[CH:6][C:5]=1/[CH:11]=[N:13]/[C:14]1[C:21]([Cl:22])=[CH:20][C:19]([Br:23])=[CH:18][C:15]=1[C:16]#[N:17])=[N+:2]=[N-:3], predict the reactants needed to synthesize it.